Dataset: Forward reaction prediction with 1.9M reactions from USPTO patents (1976-2016). Task: Predict the product of the given reaction. (1) Given the reactants CC[N:3]([CH:7]([CH3:9])C)[CH:4](C)C.[F:10][CH2:11][CH:12]([O:15][C:16]1[CH:17]=[C:18]([O:31][C:32]2[N:33]=[CH:34][C:35]([C:38](O)=[O:39])=[N:36][CH:37]=2)[CH:19]=[C:20]([C:22]([NH:24][C:25]2[CH:29]=[CH:28][N:27]([CH3:30])[N:26]=2)=[O:23])[CH:21]=1)[CH2:13][F:14].Cl.N1CCC1.CN(C(ON1N=NC2C=CC=NC1=2)=[N+](C)C)C.F[P-](F)(F)(F)(F)F, predict the reaction product. The product is: [N:3]1([C:38]([C:35]2[N:36]=[CH:37][C:32]([O:31][C:18]3[CH:19]=[C:20]([CH:21]=[C:16]([O:15][CH:12]([CH2:13][F:14])[CH2:11][F:10])[CH:17]=3)[C:22]([NH:24][C:25]3[CH:29]=[CH:28][N:27]([CH3:30])[N:26]=3)=[O:23])=[N:33][CH:34]=2)=[O:39])[CH2:4][CH2:9][CH2:7]1. (2) Given the reactants [CH3:1][C:2]1([CH3:28])[C:14]2[NH:13][C:12]3[N:11]=[C:10]([C:15]#[N:16])[CH:9]=[CH:8][C:7]=3[C:6]=2[C:5](=[O:17])[C:4]2[CH:18]=[CH:19][C:20]([N:22]3[CH2:27][CH2:26][NH:25][CH2:24][CH2:23]3)=[CH:21][C:3]1=2.[C:29]1(=O)[CH2:32][CH2:31][CH2:30]1, predict the reaction product. The product is: [CH:29]1([N:25]2[CH2:24][CH2:23][N:22]([C:20]3[CH:19]=[CH:18][C:4]4[C:5](=[O:17])[C:6]5[C:7]6[CH:8]=[CH:9][C:10]([C:15]#[N:16])=[N:11][C:12]=6[NH:13][C:14]=5[C:2]([CH3:28])([CH3:1])[C:3]=4[CH:21]=3)[CH2:27][CH2:26]2)[CH2:32][CH2:31][CH2:30]1. (3) Given the reactants [O:1]=[C:2]1[NH:6][C@H:5]([C:7]([O:9][C:10]([CH3:13])([CH3:12])[CH3:11])=[O:8])[CH2:4][CH2:3]1.[H-].[Na+].[CH2:16](I)[CH3:17].O, predict the reaction product. The product is: [CH2:16]([N:6]1[C:2](=[O:1])[CH2:3][CH2:4][C@H:5]1[C:7]([O:9][C:10]([CH3:13])([CH3:12])[CH3:11])=[O:8])[CH3:17]. (4) The product is: [C:1]([C:5]1[N:9]([CH3:10])[N:8]([CH2:11][CH:12]2[CH2:13][CH2:14][O:15][CH2:16][CH2:17]2)/[C:7](=[N:18]/[C:29](=[O:30])[C:28]2[CH:32]=[C:33]([C:36]([F:37])([F:38])[F:39])[CH:34]=[CH:35][C:27]=2[F:26])/[CH:6]=1)([CH3:4])([CH3:2])[CH3:3]. Given the reactants [C:1]([C:5]1[N:9]([CH3:10])[N:8]([CH2:11][CH:12]2[CH2:17][CH2:16][O:15][CH2:14][CH2:13]2)[C:7](=[NH:18])[CH:6]=1)([CH3:4])([CH3:3])[CH3:2].CCN(CC)CC.[F:26][C:27]1[CH:35]=[CH:34][C:33]([C:36]([F:39])([F:38])[F:37])=[CH:32][C:28]=1[C:29](Cl)=[O:30], predict the reaction product.